The task is: Predict the product of the given reaction.. This data is from Forward reaction prediction with 1.9M reactions from USPTO patents (1976-2016). (1) The product is: [NH2:13][C:12]1[C:2]([Cl:1])=[CH:3][C:4]2[NH:9][C:8](=[O:10])[CH2:7][O:6][C:5]=2[CH:11]=1. Given the reactants [Cl:1][C:2]1[C:12]([N+:13]([O-])=O)=[CH:11][C:5]2[O:6][CH2:7][C:8](=[O:10])[NH:9][C:4]=2[CH:3]=1.CCOC(C)=O.CO.CCN(CC)CC, predict the reaction product. (2) Given the reactants [CH2:1]1[C:10]2[C:5](=[CH:6][CH:7]=[CH:8][CH:9]=2)[CH2:4][CH2:3][N:2]1[C:11]1[O:12][CH2:13][C:14](=[O:21])[C:15]=1[C:16]([O:18][CH2:19][CH3:20])=[O:17].[NH:22]1[C:30]2[C:25](=[CH:26][CH:27]=[CH:28][N:29]=2)[C:24]([CH:31]=O)=[CH:23]1.N1CCC[C@H]1C(O)=O, predict the reaction product. The product is: [NH:22]1[C:30]2=[N:29][CH:28]=[CH:27][CH:26]=[C:25]2[C:24]([CH:31]=[C:13]2[O:12][C:11]([N:2]3[CH2:3][CH2:4][C:5]4[C:10](=[CH:9][CH:8]=[CH:7][CH:6]=4)[CH2:1]3)=[C:15]([C:16]([O:18][CH2:19][CH3:20])=[O:17])[C:14]2=[O:21])=[CH:23]1. (3) The product is: [C:69]1([B-:56]([C:50]2[CH:51]=[CH:52][CH:53]=[CH:54][CH:55]=2)([C:57]2[CH:58]=[CH:59][CH:60]=[CH:61][CH:62]=2)[C:63]2[CH:68]=[CH:67][CH:66]=[CH:65][CH:64]=2)[CH:70]=[CH:71][CH:72]=[CH:73][CH:74]=1.[CH:14]1([PH+:7]([CH:1]2[CH2:2][CH2:3][CH2:4][CH2:5][CH2:6]2)[CH:8]2[CH2:13][CH2:12][CH2:11][CH2:10][CH2:9]2)[CH2:15][CH2:16][CH2:17][CH2:18][CH2:19]1. Given the reactants [CH:1]1([P:7]([CH:14]2[CH2:19][CH2:18][CH2:17][CH2:16][CH2:15]2)[CH:8]2[CH2:13][CH2:12][CH2:11][CH2:10][CH2:9]2)[CH2:6][CH2:5][CH2:4][CH2:3][CH2:2]1.F[B-](F)(F)F.[H+].F[B-](F)(F)F.C1([PH+](C2CCCCC2)C2CCCCC2)CCCCC1.[C:50]1([B-:56]([C:69]2[CH:74]=[CH:73][CH:72]=[CH:71][CH:70]=2)([C:63]2[CH:68]=[CH:67][CH:66]=[CH:65][CH:64]=2)[C:57]2[CH:62]=[CH:61][CH:60]=[CH:59][CH:58]=2)[CH:55]=[CH:54][CH:53]=[CH:52][CH:51]=1.[Na+], predict the reaction product. (4) Given the reactants [OH-].[Na+].[CH2:3]([O:10][C:11]1[CH:20]=[CH:19][CH:18]=[C:17]2[C:12]=1[CH2:13][CH2:14][CH2:15][CH:16]2[C:21]([N:23]([CH2:33][C:34]1[CH:43]=[CH:42][C:37]([C:38]([O:40]C)=[O:39])=[CH:36][CH:35]=1)[C:24]1[CH:29]=[CH:28][C:27]([CH:30]([CH3:32])[CH3:31])=[CH:26][CH:25]=1)=[O:22])[C:4]1[CH:9]=[CH:8][CH:7]=[CH:6][CH:5]=1.Cl, predict the reaction product. The product is: [CH2:3]([O:10][C:11]1[CH:20]=[CH:19][CH:18]=[C:17]2[C:12]=1[CH2:13][CH2:14][CH2:15][CH:16]2[C:21]([N:23]([CH2:33][C:34]1[CH:35]=[CH:36][C:37]([C:38]([OH:40])=[O:39])=[CH:42][CH:43]=1)[C:24]1[CH:25]=[CH:26][C:27]([CH:30]([CH3:32])[CH3:31])=[CH:28][CH:29]=1)=[O:22])[C:4]1[CH:9]=[CH:8][CH:7]=[CH:6][CH:5]=1. (5) The product is: [N:50]1([C@@H:43]([CH3:44])[CH2:42][C@@H:11]2[NH:12][CH2:13][C@H:14]([O:15][CH2:16][C:17]3[CH:18]=[CH:19][C:20]4[O:25][CH2:24][CH2:23][N:22]([CH2:26][CH2:27][CH2:28][O:29][CH3:30])[C:21]=4[CH:31]=3)[C@@H:9]([C:6]3[CH:7]=[CH:8][C:3]([O:2][CH3:1])=[CH:4][CH:5]=3)[CH2:10]2)[CH:54]=[CH:53][N:52]=[CH:51]1. Given the reactants [CH3:1][O:2][C:3]1[CH:8]=[CH:7][C:6]([C@@H:9]2[C@@H:14]([O:15][CH2:16][C:17]3[CH:18]=[CH:19][C:20]4[O:25][CH2:24][CH2:23][N:22]([CH2:26][CH2:27][CH2:28][O:29][CH3:30])[C:21]=4[CH:31]=3)[CH2:13][N:12](S(C3C=CC(C)=CC=3)(=O)=O)[C@@H:11]([CH2:42][C@H:43](OS(C)(=O)=O)[CH3:44])[CH2:10]2)=[CH:5][CH:4]=1.[NH:50]1[CH:54]=[CH:53][N:52]=[CH:51]1, predict the reaction product. (6) Given the reactants Cl[C:2]1[N:7]=[C:6]([N:8]2[CH2:13][CH2:12][O:11][CH2:10][C@@H:9]2[CH3:14])[CH:5]=[C:4]([CH2:15][S:16]([CH3:19])(=[O:18])=[O:17])[N:3]=1.O.CC1(C)C(C)(C)OB([C:29]2[CH:30]=[CH:31][C:32]([NH2:35])=[N:33][CH:34]=2)O1.C(=O)([O-])[O-].[Na+].[Na+], predict the reaction product. The product is: [CH3:14][C@H:9]1[CH2:10][O:11][CH2:12][CH2:13][N:8]1[C:6]1[CH:5]=[C:4]([CH2:15][S:16]([CH3:19])(=[O:18])=[O:17])[N:3]=[C:2]([C:29]2[CH:30]=[CH:31][C:32]([NH2:35])=[N:33][CH:34]=2)[N:7]=1. (7) Given the reactants [NH2:1][C:2]1[CH:11]=[CH:10][C:5]([C:6]([O:8][CH3:9])=[O:7])=[C:4]([F:12])[CH:3]=1.[CH2:13]([C:20]1[CH:25]=[C:24]([CH3:26])[N:23]=[C:22](Cl)[N:21]=1)[C:14]1[CH:19]=[CH:18][CH:17]=[CH:16][CH:15]=1, predict the reaction product. The product is: [CH2:13]([C:20]1[CH:25]=[C:24]([CH3:26])[N:23]=[C:22]([NH:1][C:2]2[CH:11]=[CH:10][C:5]([C:6]([O:8][CH3:9])=[O:7])=[C:4]([F:12])[CH:3]=2)[N:21]=1)[C:14]1[CH:15]=[CH:16][CH:17]=[CH:18][CH:19]=1. (8) The product is: [Cl:1][C:2]([Cl:26])([Cl:25])[CH2:3][O:4][C:5](=[O:24])[C:6]1[CH:11]=[CH:10][CH:9]=[CH:8][C:7]=1[CH2:12][S:13][C:14]1[CH:19]=[CH:18][C:17]([C:32]([OH:34])=[O:33])=[CH:16][CH:15]=1. Given the reactants [Cl:1][C:2]([Cl:26])([Cl:25])[CH2:3][O:4][C:5](=[O:24])[C:6]1[CH:11]=[CH:10][CH:9]=[CH:8][C:7]=1[CH2:12][S:13][C:14]1[CH:19]=[CH:18][CH:17]=[C:16](CC(O)=O)[CH:15]=1.SC1C=CC([C:32]([OH:34])=[O:33])=CC=1.ClC(Cl)(Cl)COC(=O)C1C=CC=CC=1CBr.C(=O)([O-])[O-].[Cs+].[Cs+], predict the reaction product.